From a dataset of Catalyst prediction with 721,799 reactions and 888 catalyst types from USPTO. Predict which catalyst facilitates the given reaction. Reactant: [C:1]([C:4]1[N:5]=[C:6]([NH:9][C:10]([NH:12][CH2:13][C:14]2[CH:19]=[CH:18][C:17]([Cl:20])=[C:16]([Cl:21])[CH:15]=2)=[O:11])[S:7][CH:8]=1)(=O)[CH3:2].C(O[BH-](OC(=O)C)OC(=O)C)(=O)C.[Na+].[CH3:36][NH2:37]. Product: [Cl:21][C:16]1[CH:15]=[C:14]([CH:19]=[CH:18][C:17]=1[Cl:20])[CH2:13][NH:12][C:10]([NH:9][C:6]1[S:7][CH:8]=[C:4]([CH:1]([NH:37][CH3:36])[CH3:2])[N:5]=1)=[O:11]. The catalyst class is: 7.